This data is from Catalyst prediction with 721,799 reactions and 888 catalyst types from USPTO. The task is: Predict which catalyst facilitates the given reaction. (1) Reactant: [Li]C(C)(C)C.[N:6]1[C:10]2[CH:11]=[CH:12][CH:13]=[CH:14][C:9]=2[NH:8][C:7]=1[CH2:15][C:16]([O:18]CC)=O.[NH2:21][C:22]1[C:27]([C:28]#[N:29])=[C:26]([N:30]2[CH2:35][CH2:34][N:33]([CH2:36][CH3:37])[CH2:32][CH2:31]2)[CH:25]=[CH:24][CH:23]=1. Product: [NH2:29][C:28]1[C:27]2[C:22](=[CH:23][CH:24]=[CH:25][C:26]=2[N:30]2[CH2:31][CH2:32][N:33]([CH2:36][CH3:37])[CH2:34][CH2:35]2)[NH:21][C:16](=[O:18])[C:15]=1[C:7]1[NH:6][C:10]2[CH:11]=[CH:12][CH:13]=[CH:14][C:9]=2[N:8]=1. The catalyst class is: 1. (2) Reactant: [N:1]1[CH:6]=[CH:5][CH:4]=[C:3]([CH2:7][OH:8])[CH:2]=1.[CH2:9]1[C:14](=[O:15])[N:13]([O:16][C:17](ON2C(=O)CCC2=O)=[O:18])[C:11](=[O:12])[CH2:10]1.N1C=CC=CC=1. Product: [OH:16][N:13]1[C:14](=[O:15])[CH2:9][CH2:10][C:11]1=[O:12].[C:17](=[O:16])([O-:18])[O:8][CH2:7][C:3]1[CH:2]=[N:1][CH:6]=[CH:5][CH:4]=1. The catalyst class is: 10. (3) Reactant: [Cl:1][C:2]1[CH:21]=[CH:20][CH:19]=[C:18]([Cl:22])[C:3]=1[O:4][CH:5]1[CH2:10][CH2:9][N:8](C(OC(C)(C)C)=O)[CH2:7][CH2:6]1.[C:23]([OH:29])([C:25]([F:28])([F:27])[F:26])=[O:24]. Product: [Cl:1][C:2]1[CH:21]=[CH:20][CH:19]=[C:18]([Cl:22])[C:3]=1[O:4][CH:5]1[CH2:6][CH2:7][NH:8][CH2:9][CH2:10]1.[C:23]([OH:29])([C:25]([F:28])([F:27])[F:26])=[O:24]. The catalyst class is: 2. (4) Reactant: [NH2:1][C@H:2]1[C:11]2[C:6](=[CH:7][CH:8]=[C:9]([C:12]3[CH:13]=[N:14][C:15]([C:18]([N:20]4[CH2:25][CH2:24][O:23][CH2:22][CH2:21]4)=[O:19])=[CH:16][CH:17]=3)[CH:10]=2)[N:5]([C:26](=[O:28])[CH3:27])[C@@H:4]([CH3:29])[CH2:3]1.Br[C:31]1[CH:36]=[CH:35][C:34]([F:37])=[CH:33][N:32]=1.C1(P(C2CCCCC2)C2C=CC=CC=2C2C(N(C)C)=CC=CC=2)CCCCC1.CC(C)([O-])C.[Na+]. Product: [F:37][C:34]1[CH:35]=[CH:36][C:31]([NH:1][C@H:2]2[C:11]3[C:6](=[CH:7][CH:8]=[C:9]([C:12]4[CH:13]=[N:14][C:15]([C:18]([N:20]5[CH2:25][CH2:24][O:23][CH2:22][CH2:21]5)=[O:19])=[CH:16][CH:17]=4)[CH:10]=3)[N:5]([C:26](=[O:28])[CH3:27])[C@@H:4]([CH3:29])[CH2:3]2)=[N:32][CH:33]=1. The catalyst class is: 62. (5) Reactant: Br[CH2:2][C:3]1[O:4][C:5](=[O:9])[O:6][C:7]=1[CH3:8].[F:10][C:11]1[CH:12]=[C:13]2[C:18](=[CH:19][C:20]=1[N:21]1[CH2:26][CH2:25][NH:24][CH2:23][CH2:22]1)[N:17]1[CH:27]([CH3:29])[S:28][C:16]1=[C:15]([C:30]([OH:32])=[O:31])[C:14]2=[O:33].C(=O)(O)[O-].[K+].O. Product: [CH3:29][CH:27]1[S:28][C:16]2[N:17]1[C:18]1[CH:19]=[C:20]([N:21]3[CH2:22][CH2:23][N:24]([CH2:2][C:3]4[O:4][C:5](=[O:9])[O:6][C:7]=4[CH3:8])[CH2:25][CH2:26]3)[C:11]([F:10])=[CH:12][C:13]=1[C:14]([C:15]=2[C:30]([OH:32])=[O:31])=[O:33]. The catalyst class is: 9.